Dataset: Reaction yield outcomes from USPTO patents with 853,638 reactions. Task: Predict the reaction yield, written as a fraction of the theoretical maximum amount of product (1.0 means a 100% yield; for example, 0.34 means a 34% yield). The reactants are [Cl:1][C:2]1[CH:22]=[CH:21][C:5]([CH2:6][NH:7][C:8]([C:10]2[C:11]([OH:20])=[C:12]3[CH:18]=[C:17](I)[S:16][C:13]3=[N:14][CH:15]=2)=[O:9])=[CH:4][CH:3]=1.[C:23]([Cu])#[N:24]. The catalyst is N1C=CC=CC=1. The product is [Cl:1][C:2]1[CH:22]=[CH:21][C:5]([CH2:6][NH:7][C:8]([C:10]2[C:11]([OH:20])=[C:12]3[CH:18]=[C:17]([C:23]#[N:24])[S:16][C:13]3=[N:14][CH:15]=2)=[O:9])=[CH:4][CH:3]=1. The yield is 0.260.